The task is: Predict which catalyst facilitates the given reaction.. This data is from Catalyst prediction with 721,799 reactions and 888 catalyst types from USPTO. (1) Reactant: [CH3:1][N:2]1[CH:7]=[C:6]([C:8]2[CH:13]=[C:12]([S:14]([CH3:17])(=[O:16])=[O:15])[CH:11]=[CH:10][C:9]=2[NH:18][C@H:19]2[CH2:24][CH2:23][C@H:22]([NH:25]C(=O)OC(C)(C)C)[CH2:21][CH2:20]2)[C:5]2[CH:33]=[CH:34][NH:35][C:4]=2[C:3]1=[O:36].FC(F)(F)C(O)=O.C(=O)([O-])[O-].[Na+].[Na+]. Product: [NH2:25][C@H:22]1[CH2:21][CH2:20][C@H:19]([NH:18][C:9]2[CH:10]=[CH:11][C:12]([S:14]([CH3:17])(=[O:15])=[O:16])=[CH:13][C:8]=2[C:6]2[C:5]3[CH:33]=[CH:34][NH:35][C:4]=3[C:3](=[O:36])[N:2]([CH3:1])[CH:7]=2)[CH2:24][CH2:23]1. The catalyst class is: 4. (2) Reactant: [OH:1][C:2]1[CH:11]=[CH:10][C:9]([OH:12])=[CH:8][C:3]=1[C:4]([O:6][CH3:7])=[O:5].N1C=CN=C1.[Si:18](Cl)([C:21]([CH3:24])([CH3:23])[CH3:22])([CH3:20])[CH3:19]. Product: [OH:1][C:2]1[CH:11]=[CH:10][C:9]([O:12][Si:18]([C:21]([CH3:24])([CH3:23])[CH3:22])([CH3:20])[CH3:19])=[CH:8][C:3]=1[C:4]([O:6][CH3:7])=[O:5]. The catalyst class is: 4. (3) Reactant: C([CH:3]([C:7](=[O:11])[CH:8]([CH3:10])[CH3:9])[C:4]([OH:6])=[O:5])C.Cl.[Cl-].[Na+]. Product: [CH3:9][CH:8]([CH3:10])[C:7](=[O:11])[CH2:3][C:4]([OH:6])=[O:5]. The catalyst class is: 74. (4) Product: [F:1][C:2]1[CH:11]=[C:10]2[C:5]([CH:6]=[C:7]([C:25]3[NH:26][C:34](=[O:35])[NH:28][N:27]=3)[N:8]=[C:9]2[O:12][C@H:13]2[CH2:17][CH2:16][N:15]([C:18]([O:20][C:21]([CH3:24])([CH3:22])[CH3:23])=[O:19])[CH2:14]2)=[CH:4][CH:3]=1. Reactant: [F:1][C:2]1[CH:11]=[C:10]2[C:5]([CH:6]=[C:7]([C:25]([NH:27][NH2:28])=[NH:26])[N:8]=[C:9]2[O:12][C@H:13]2[CH2:17][CH2:16][N:15]([C:18]([O:20][C:21]([CH3:24])([CH3:23])[CH3:22])=[O:19])[CH2:14]2)=[CH:4][CH:3]=1.C1N=CN([C:34](N2C=NC=C2)=[O:35])C=1. The catalyst class is: 12. (5) Reactant: [Si]([O:8][C@@H:9]1[C@@:26]2([CH3:27])[C:13](=[CH:14][CH:15]=[C:16]3[C@@H:25]2[CH2:24][CH2:23][C@@:21]2([CH3:22])[C@H:17]3[CH2:18][CH:19]=[C:20]2[CH2:28][S:29][CH2:30][CH2:31][C:32]([OH:35])([CH3:34])[CH3:33])[CH2:12][C@@H:11]([O:36][Si](C(C)(C)C)(C)C)[CH2:10]1)(C(C)(C)C)(C)C.O1CCCC1.[F-].C([N+](CCCC)(CCCC)CCCC)CCC. Product: [OH:8][C@@H:9]1[C@@:26]2([CH3:27])[C:13](=[CH:14][CH:15]=[C:16]3[C@@H:25]2[CH2:24][CH2:23][C@@:21]2([CH3:22])[C@H:17]3[CH2:18][CH:19]=[C:20]2[CH2:28][S:29][CH2:30][CH2:31][C:32]([OH:35])([CH3:34])[CH3:33])[CH2:12][C@@H:11]([OH:36])[CH2:10]1. The catalyst class is: 7. (6) Reactant: FC1C=CC=C(F)C=1C(Cl)=O.[F:12][C:13]1[CH:18]=[CH:17][CH:16]=[C:15]([F:19])[C:14]=1[C:20]([N:22]=[C:23]=[S:24])=[O:21].[CH3:25][O:26][C:27]1[CH:28]=[C:29]2[C:34](=[CH:35][C:36]=1[O:37][CH3:38])[N:33]=[CH:32][CH:31]=[C:30]2[O:39][C:40]1[CH:46]=[CH:45][C:43]([NH2:44])=[CH:42][CH:41]=1.C1(C)C=CC=CC=1. The catalyst class is: 8. Product: [F:12][C:13]1[CH:18]=[CH:17][CH:16]=[C:15]([F:19])[C:14]=1[C:20]([N:22]=[C:23]=[S:24])=[O:21].[F:12][C:13]1[CH:18]=[CH:17][CH:16]=[C:15]([F:19])[C:14]=1[C:20]([NH:22][C:23]([NH:44][C:43]1[CH:45]=[CH:46][C:40]([O:39][C:30]2[C:29]3[C:34](=[CH:35][C:36]([O:37][CH3:38])=[C:27]([O:26][CH3:25])[CH:28]=3)[N:33]=[CH:32][CH:31]=2)=[CH:41][CH:42]=1)=[S:24])=[O:21]. (7) Product: [F:27][C:23]1[CH:22]=[C:21]2[C:26]([C:18]([C:15]3[CH:16]=[CH:17][C:11]4[N:10]=[C:9]([CH2:8][NH2:7])[NH:13][C:12]=4[CH:14]=3)=[CH:19][NH:20]2)=[CH:25][CH:24]=1. The catalyst class is: 1. Reactant: C(OC(=O)[NH:7][CH2:8][C:9]1[NH:13][C:12]2[CH:14]=[C:15]([C:18]3[C:26]4[C:21](=[CH:22][C:23]([F:27])=[CH:24][CH:25]=4)[NH:20][CH:19]=3)[CH:16]=[CH:17][C:11]=2[N:10]=1)(C)(C)C.Cl.